From a dataset of Reaction yield outcomes from USPTO patents with 853,638 reactions. Predict the reaction yield, written as a fraction of the theoretical maximum amount of product (1.0 means a 100% yield; for example, 0.34 means a 34% yield). (1) The reactants are [OH:1][C:2]1[CH:7]=[C:6]([C:8](=[O:10])[CH3:9])[CH:5]=[C:4]([CH3:11])[N:3]=1.FC(F)(F)S(O[CH2:18][C:19]([F:22])([F:21])[F:20])(=O)=O.C(=O)([O-])[O-].[Cs+].[Cs+].C(=O)([O-])O.[Na+]. The catalyst is CN(C=O)C. The product is [CH3:11][C:4]1[CH:5]=[C:6]([C:8](=[O:10])[CH3:9])[CH:7]=[C:2]([O:1][CH2:18][C:19]([F:22])([F:21])[F:20])[N:3]=1. The yield is 0.350. (2) The reactants are [H-].[Na+].Cl[C:4]1[CH:9]=[N:8][CH:7]=[C:6]([Cl:10])[N:5]=1.[CH3:11][O:12][C:13]1[CH:18]=[CH:17][C:16]([CH2:19][OH:20])=[CH:15][CH:14]=1. The catalyst is CN(C=O)C. The product is [Cl:10][C:6]1[CH:7]=[N:8][CH:9]=[C:4]([O:20][CH2:19][C:16]2[CH:17]=[CH:18][C:13]([O:12][CH3:11])=[CH:14][CH:15]=2)[N:5]=1. The yield is 0.810. (3) The reactants are [OH-].[Na+].C([O:5][C:6]([C:8]1[N:9]([C:28]2[CH:33]=[CH:32][C:31]([O:34][CH:35]([CH3:37])[CH3:36])=[CH:30][CH:29]=2)[C:10]2[C:15]([CH:16]=1)=[CH:14][C:13]([O:17][C:18]1[CH:23]=[CH:22][C:21]([C:24]([F:27])([F:26])[F:25])=[CH:20][N:19]=1)=[CH:12][CH:11]=2)=[O:7])C.Cl.O. The catalyst is C(Cl)Cl. The product is [CH:35]([O:34][C:31]1[CH:32]=[CH:33][C:28]([N:9]2[C:10]3[C:15](=[CH:14][C:13]([O:17][C:18]4[CH:23]=[CH:22][C:21]([C:24]([F:26])([F:25])[F:27])=[CH:20][N:19]=4)=[CH:12][CH:11]=3)[CH:16]=[C:8]2[C:6]([OH:7])=[O:5])=[CH:29][CH:30]=1)([CH3:37])[CH3:36]. The yield is 0.850. (4) The reactants are [F:1][C:2]1[CH:7]=[CH:6][CH:5]=[CH:4][C:3]=1[N:8]1[C:17]2[C:12](=[CH:13][CH:14]=[CH:15][CH:16]=2)[N:11]=[C:10]([N:18]2[CH2:23][CH2:22][NH:21][CH2:20][CH2:19]2)[C:9]1=[O:24].[ClH:25].CCOCC.CO. The catalyst is CCOC(C)=O. The product is [ClH:25].[F:1][C:2]1[CH:7]=[CH:6][CH:5]=[CH:4][C:3]=1[N:8]1[C:17]2[C:12](=[CH:13][CH:14]=[CH:15][CH:16]=2)[N:11]=[C:10]([N:18]2[CH2:19][CH2:20][NH:21][CH2:22][CH2:23]2)[C:9]1=[O:24]. The yield is 0.530. (5) The reactants are [Br:1][CH2:2][CH2:3][CH2:4][CH2:5][CH2:6][CH2:7][CH2:8][CH2:9][CH2:10][CH2:11][CH2:12][CH2:13]Br.[N:15]1[CH:20]=[CH:19][CH:18]=[CH:17][CH:16]=1. No catalyst specified. The product is [Br-:1].[Br-:1].[CH2:2]([N+:15]1[CH:20]=[CH:19][CH:18]=[CH:17][CH:16]=1)[CH2:3][CH2:4][CH2:5][CH2:6][CH2:7][CH2:8][CH2:9][CH2:10][CH2:11][CH2:12][CH2:13][N+:15]1[CH:20]=[CH:19][CH:18]=[CH:17][CH:16]=1. The yield is 0.930. (6) The reactants are [CH2:1]([C:5]1[N:6]=[C:7]([CH3:27])[NH:8][C:9](=[O:26])[C:10]=1[CH2:11][C:12]1[CH:17]=[CH:16][C:15]([C:18]2[C:19]([C:24]#[N:25])=[CH:20][CH:21]=[CH:22][CH:23]=2)=[CH:14][CH:13]=1)[CH2:2][CH2:3][CH3:4].C(=O)([O-])[O-].[K+].[K+].Br.Br[CH2:36][C:37]1[CH:42]=[CH:41][CH:40]=[CH:39][N:38]=1.CN(C)C=O. The catalyst is C(OCC)(=O)C. The product is [CH2:1]([C:5]1[N:6]=[C:7]([CH3:27])[N:8]([CH2:36][C:37]2[CH:42]=[CH:41][CH:40]=[CH:39][N:38]=2)[C:9](=[O:26])[C:10]=1[CH2:11][C:12]1[CH:17]=[CH:16][C:15]([C:18]2[C:19]([C:24]#[N:25])=[CH:20][CH:21]=[CH:22][CH:23]=2)=[CH:14][CH:13]=1)[CH2:2][CH2:3][CH3:4]. The yield is 0.690.